This data is from Full USPTO retrosynthesis dataset with 1.9M reactions from patents (1976-2016). The task is: Predict the reactants needed to synthesize the given product. (1) Given the product [C:21]([NH:20][C:15]1[CH:16]=[CH:17][C:18]([CH3:19])=[C:13]([NH:12][C:7](=[O:8])[C:6]2[CH:10]=[CH:11][C:3]([CH2:2][Cl:1])=[CH:4][CH:5]=2)[CH:14]=1)(=[O:28])[C:22]1[CH:23]=[CH:24][CH:25]=[CH:26][CH:27]=1, predict the reactants needed to synthesize it. The reactants are: [Cl:1][CH2:2][C:3]1[CH:11]=[CH:10][C:6]([C:7](Cl)=[O:8])=[CH:5][CH:4]=1.[NH2:12][C:13]1[CH:14]=[C:15]([NH:20][C:21](=[O:28])[C:22]2[CH:27]=[CH:26][CH:25]=[CH:24][CH:23]=2)[CH:16]=[CH:17][C:18]=1[CH3:19]. (2) Given the product [NH2:2][C:1]1[NH:22][NH:21][C:4](=[O:20])[C:3]=1[CH2:8][C:9]1[CH:14]=[CH:13][CH:12]=[C:11]([C:15]([F:16])([F:17])[F:18])[C:10]=1[CH3:19], predict the reactants needed to synthesize it. The reactants are: [C:1]([CH:3]([CH2:8][C:9]1[CH:14]=[CH:13][CH:12]=[C:11]([C:15]([F:18])([F:17])[F:16])[C:10]=1[CH3:19])[C:4](OC)=O)#[N:2].[OH2:20].[NH2:21][NH2:22]. (3) Given the product [F:1][C@H:2]1[C@@H:7]([O:8][C:9]2[CH:16]=[CH:15][C:14]([C:17]3[N:22]=[C:21]([NH:23][C:24]4[CH:29]=[CH:28][C:27]([N:30]5[CH2:31][CH2:32][N:33]([CH:36]6[CH2:39][O:38][CH2:37]6)[CH2:34][CH2:35]5)=[CH:26][CH:25]=4)[N:20]=[CH:19][N:18]=3)=[CH:13][C:10]=2[C:11]#[N:12])[CH2:6][CH2:5][N:4]([C:49]([C@@H:48]2[CH2:52][CH2:53][CH2:54][NH:47]2)=[O:50])[CH2:3]1, predict the reactants needed to synthesize it. The reactants are: [F:1][C@H:2]1[C@@H:7]([O:8][C:9]2[CH:16]=[CH:15][C:14]([C:17]3[N:22]=[C:21]([NH:23][C:24]4[CH:29]=[CH:28][C:27]([N:30]5[CH2:35][CH2:34][N:33]([CH:36]6[CH2:39][O:38][CH2:37]6)[CH2:32][CH2:31]5)=[CH:26][CH:25]=4)[N:20]=[CH:19][N:18]=3)=[CH:13][C:10]=2[C:11]#[N:12])[CH2:6][CH2:5][NH:4][CH2:3]1.C([N:47]1[CH2:54][CH2:53][CH2:52][C@@H:48]1[C:49](O)=[O:50])(OC(C)(C)C)=O.CN(C(ON1N=NC2C=CC=NC1=2)=[N+](C)C)C.F[P-](F)(F)(F)(F)F. (4) The reactants are: [NH2:1][C@H:2]1[CH2:6][CH2:5][N:4]([C@H:7]2[CH2:12][CH2:11][C@@H:10]([N:13]([CH:15]([CH3:17])[CH3:16])[CH3:14])[CH2:9][C@H:8]2[CH:18]([OH:21])[CH2:19][CH3:20])[C:3]1=[O:22].Cl[C:24]1[C:33]2[C:28](=[CH:29][CH:30]=[C:31]([C:34]([F:37])([F:36])[F:35])[CH:32]=2)[N:27]=[CH:26][N:25]=1.C(N(CC)CC)C. Given the product [OH:21][CH:18]([C@@H:8]1[CH2:9][C@H:10]([N:13]([CH:15]([CH3:16])[CH3:17])[CH3:14])[CH2:11][CH2:12][C@@H:7]1[N:4]1[CH2:5][CH2:6][CH:2]([NH:1][C:24]2[C:33]3[C:28](=[CH:29][CH:30]=[C:31]([C:34]([F:36])([F:37])[F:35])[CH:32]=3)[N:27]=[CH:26][N:25]=2)[C:3]1=[O:22])[CH2:19][CH3:20], predict the reactants needed to synthesize it.